Task: Predict the product of the given reaction.. Dataset: Forward reaction prediction with 1.9M reactions from USPTO patents (1976-2016) (1) Given the reactants [NH2:1][C:2]1[C:10]([CH3:11])=[CH:9][C:8]([Br:12])=[CH:7][C:3]=1[C:4]([NH2:6])=[O:5].[C:13](Cl)(=[O:20])[C:14]1[CH:19]=[CH:18][CH:17]=[N:16][CH:15]=1, predict the reaction product. The product is: [Br:12][C:8]1[CH:9]=[C:10]([CH3:11])[C:2]([NH:1][C:13](=[O:20])[C:14]2[CH:19]=[CH:18][CH:17]=[N:16][CH:15]=2)=[C:3]([C:4](=[O:5])[NH2:6])[CH:7]=1. (2) Given the reactants [NH2:1][C@@H:2]1[CH2:7][CH2:6][CH2:5][N:4]([C:8]([C:10]2[CH:32]=[C:31]([O:33][CH3:34])[C:13]3[N:14]([CH3:30])[C:15]([C:17]4[N:25]([CH2:26][CH:27]5[CH2:29][CH2:28]5)[C:20]5=[N:21][CH:22]=[CH:23][CH:24]=[C:19]5[CH:18]=4)=[N:16][C:12]=3[CH:11]=2)=[O:9])[CH2:3]1.[ClH:35], predict the reaction product. The product is: [ClH:35].[NH2:1][C@@H:2]1[CH2:7][CH2:6][CH2:5][N:4]([C:8]([C:10]2[CH:32]=[C:31]([O:33][CH3:34])[C:13]3[N:14]([CH3:30])[C:15]([C:17]4[N:25]([CH2:26][CH:27]5[CH2:29][CH2:28]5)[C:20]5=[N:21][CH:22]=[CH:23][CH:24]=[C:19]5[CH:18]=4)=[N:16][C:12]=3[CH:11]=2)=[O:9])[CH2:3]1. (3) The product is: [OH:12][C@H:3]([CH2:4][O:5][C:6]1[CH:11]=[CH:10][CH:9]=[CH:8][CH:7]=1)[CH2:2][NH:1][C:24]([C@H:19]1[CH2:18][CH2:17][C:16]2[C:21](=[CH:22][CH:23]=[C:14]([I:13])[CH:15]=2)[O:20]1)=[O:25]. Given the reactants [NH2:1][CH2:2][C@H:3]([OH:12])[CH2:4][O:5][C:6]1[CH:11]=[CH:10][CH:9]=[CH:8][CH:7]=1.[I:13][C:14]1[CH:15]=[C:16]2[C:21](=[CH:22][CH:23]=1)[O:20][C@@H:19]([C:24](O)=[O:25])[CH2:18][CH2:17]2.Cl.CN(C)CCCN=C=NCC.ON1C2C=CC=CC=2N=N1.C(N(CC)CC)C, predict the reaction product. (4) Given the reactants I[C:2]1[CH:7]=[CH:6][CH:5]=[CH:4][C:3]=1[N+:8]([O-:10])=[O:9].[C:11]1([C:17]2[N:22]=[CH:21][C:20](B(O)O)=[CH:19][CH:18]=2)[CH:16]=[CH:15][CH:14]=[CH:13][CH:12]=1.P([O-])([O-])([O-])=O.[K+].[K+].[K+].C1(C)C=CC=CC=1, predict the reaction product. The product is: [N+:8]([C:3]1[CH:4]=[CH:5][CH:6]=[CH:7][C:2]=1[C:20]1[CH:19]=[CH:18][C:17]([C:11]2[CH:16]=[CH:15][CH:14]=[CH:13][CH:12]=2)=[N:22][CH:21]=1)([O-:10])=[O:9].